From a dataset of Retrosynthesis with 50K atom-mapped reactions and 10 reaction types from USPTO. Predict the reactants needed to synthesize the given product. (1) Given the product Cc1cc(-c2ccc(Cl)cc2)cn2c(C#Cc3cncc(S(N)(=O)=O)c3)cnc12, predict the reactants needed to synthesize it. The reactants are: C#Cc1cnc2c(C)cc(-c3ccc(Cl)cc3)cn12.NS(=O)(=O)c1cncc(Br)c1. (2) The reactants are: Cn1c(-c2nc(N)ncc2C#Cc2cccc(NC(=O)Nc3ccc(C(F)(F)F)cc3)c2)cc2c1CCN(C(=O)OC(C)(C)C)C2=O. Given the product Cn1c(-c2nc(N)ncc2C#Cc2cccc(NC(=O)Nc3ccc(C(F)(F)F)cc3)c2)cc2c1CCNC2=O, predict the reactants needed to synthesize it. (3) The reactants are: CC[C@H](N)c1ccccc1.COc1ccc2c(C(=O)Cl)c(C)c(-c3ccccc3)nc2c1. Given the product CC[C@H](NC(=O)c1c(C)c(-c2ccccc2)nc2cc(OC)ccc12)c1ccccc1, predict the reactants needed to synthesize it. (4) Given the product CCOC(=O)c1nc(C)c2sc(-c3ccccc3)nc2c1O, predict the reactants needed to synthesize it. The reactants are: CCOC(=O)c1nc(Br)c2sc(-c3ccccc3)nc2c1O.CN(C)C=O. (5) Given the product N[C@@H]1CC[C@H]2[C@H](S(=O)(=O)c3ccccc3)C[C@]1(c1ccccc1)N2Cc1ccccc1, predict the reactants needed to synthesize it. The reactants are: O=S(=O)(c1ccccc1)[C@@H]1C[C@@]2(c3ccccc3)[C@H](NCc3ccccc3)CC[C@@H]1N2Cc1ccccc1. (6) The reactants are: CI.COC(=O)CCCCCOc1cc2nc(-c3ccccc3)n(-c3ccc(C)cc3)c2cc1O. Given the product COC(=O)CCCCCOc1cc2nc(-c3ccccc3)n(-c3ccc(C)cc3)c2cc1OC, predict the reactants needed to synthesize it.